This data is from Reaction yield outcomes from USPTO patents with 853,638 reactions. The task is: Predict the reaction yield, written as a fraction of the theoretical maximum amount of product (1.0 means a 100% yield; for example, 0.34 means a 34% yield). (1) The reactants are [C:1]([OH:11])(=[O:10])[C@@H:2]([C:4]1[CH:9]=[CH:8][CH:7]=[CH:6][CH:5]=1)[OH:3].CCCCC.[CH3:17][C:18]([CH:21]=O)([CH3:20])[CH3:19].C([O-])(O)=O.[Na+]. The catalyst is FC(F)(F)S(O)(=O)=O. The product is [C:18]([C@H:21]1[O:10][C:1](=[O:11])[C@@H:2]([C:4]2[CH:9]=[CH:8][CH:7]=[CH:6][CH:5]=2)[O:3]1)([CH3:20])([CH3:19])[CH3:17]. The yield is 0.880. (2) The reactants are F[C:2]1[CH:7]=[CH:6][C:5]([N+:8]([O-:10])=[O:9])=[CH:4][CH:3]=1.[NH:11]1[CH2:16][CH2:15][CH2:14][CH:13]([NH:17][C:18](=[O:24])[O:19][C:20]([CH3:23])([CH3:22])[CH3:21])[CH2:12]1.CCN(C(C)C)C(C)C. The catalyst is C(#N)C.O. The product is [N+:8]([C:5]1[CH:6]=[CH:7][C:2]([N:11]2[CH2:16][CH2:15][CH2:14][CH:13]([NH:17][C:18](=[O:24])[O:19][C:20]([CH3:22])([CH3:21])[CH3:23])[CH2:12]2)=[CH:3][CH:4]=1)([O-:10])=[O:9]. The yield is 0.720. (3) The reactants are [NH2:1][CH2:2][C:3]1[CH:8]=[CH:7][C:6]([CH2:9][OH:10])=[CH:5][CH:4]=1.ON1[C:16]2[CH:17]=[CH:18][CH:19]=[CH:20][C:15]=2[N:14]=N1.CN1CC[O:25]CC1.CCN=C=NCCCN(C)C. No catalyst specified. The product is [OH:10][CH2:9][C:6]1[CH:7]=[CH:8][C:3]([CH2:2][NH:1][C:20]([C:19]2[CH:18]=[CH:17][CH:16]=[CH:15][N:14]=2)=[O:25])=[CH:4][CH:5]=1. The yield is 0.950. (4) The yield is 0.920. The catalyst is C(Cl)Cl.O. The product is [I:26][C:4]1[CH:3]=[CH:2][C:1]([N:7]2[CH2:10][CH:9]([O:11][CH2:12][CH2:13][O:14][CH:15]3[CH2:20][CH2:19][CH2:18][CH2:17][O:16]3)[CH2:8]2)=[CH:6][CH:5]=1. The reactants are [C:1]1([N:7]2[CH2:10][CH:9]([O:11][CH2:12][CH2:13][O:14][CH:15]3[CH2:20][CH2:19][CH2:18][CH2:17][O:16]3)[CH2:8]2)[CH:6]=[CH:5][CH:4]=[CH:3][CH:2]=1.C(=O)(O)[O-].[Na+].[I:26]I.O.S([O-])([O-])(=O)=S.[Na+].[Na+]. (5) The reactants are [F:1][C:2]1[C:11]2[NH:10][CH:9]=[C:8]3[C:12](=[O:24])[N:13]([C:15]4[CH:23]=[CH:22][C:18]([C:19]([Cl:21])=[O:20])=[CH:17][CH:16]=4)[N:14]=[C:7]3[C:6]=2[CH:5]=[CH:4][CH:3]=1.[CH3:25][N:26]([CH3:31])[CH2:27][CH2:28][CH2:29][NH2:30]. The catalyst is O1CCCC1. The product is [ClH:21].[CH3:25][N:26]([CH3:31])[CH2:27][CH2:28][CH2:29][NH:30][C:19](=[O:20])[C:18]1[CH:22]=[CH:23][C:15]([N:13]2[C:12](=[O:24])[C:8]3=[CH:9][NH:10][C:11]4[C:2]([F:1])=[CH:3][CH:4]=[CH:5][C:6]=4[C:7]3=[N:14]2)=[CH:16][CH:17]=1. The yield is 0.530. (6) The reactants are C([N+](CCCC)(CCCC)CCCC)CCC.[P:18]([O:22][CH2:23][C@@H:24]1[C@@H:28]([O:29][P:30]([O:33][CH2:34][C@@H:35]2[C@@H:39]([OH:40])[C@@H:38]([OH:41])[C@H:37]([N:42]3[CH:50]=[N:49][C:48]4[C:43]3=[N:44][CH:45]=[N:46][C:47]=4[NH2:51])[O:36]2)([OH:32])=[O:31])[CH2:27][C@H:26]([N:52]2[CH:57]=[CH:56][C:55]([NH2:58])=[N:54][C:53]2=[O:59])[O:25]1)([OH:21])([OH:20])=[O:19].[N:60]([C:63]1[CH:103]=[CH:102][C:66]([CH2:67][O:68][C:69]([NH:71][C@@H:72]([CH2:95][S:96][S:97][C:98]([CH3:101])([CH3:100])[CH3:99])[C:73]([NH:75][CH2:76][CH2:77][CH2:78][CH2:79][C@H:80]([NH:87][C:88]([O:90][C:91]([CH3:94])([CH3:93])[CH3:92])=[O:89])[C:81](OCC#N)=[O:82])=[O:74])=[O:70])=[CH:65][CH:64]=1)=[N+:61]=[N-:62]. The catalyst is O.O1CCCC1. The product is [N:60]([C:63]1[CH:64]=[CH:65][C:66]([CH2:67][O:68][C:69]([NH:71][C@@H:72]([CH2:95][S:96][S:97][C:98]([CH3:101])([CH3:100])[CH3:99])[C:73]([NH:75][CH2:76][CH2:77][CH2:78][CH2:79][C@@H:80]([NH:87][C:88]([O:90][C:91]([CH3:92])([CH3:93])[CH3:94])=[O:89])[C:81]([O:40][C@H:39]2[C@@H:38]([OH:41])[C@H:37]([N:42]3[CH:50]=[N:49][C:48]4[C:43]3=[N:44][CH:45]=[N:46][C:47]=4[NH2:51])[O:36][C@H:35]2[CH2:34][O:33][P:30]([O:29][C@H:28]2[CH2:27][C@H:26]([N:52]3[CH:57]=[CH:56][C:55]([NH2:58])=[N:54][C:53]3=[O:59])[O:25][C@@H:24]2[CH2:23][O:22][P:18]([OH:21])([OH:20])=[O:19])([OH:32])=[O:31])=[O:82])=[O:74])=[O:70])=[CH:102][CH:103]=1)=[N+:61]=[N-:62]. The yield is 0.110.